From a dataset of Catalyst prediction with 721,799 reactions and 888 catalyst types from USPTO. Predict which catalyst facilitates the given reaction. (1) Reactant: [Cl:1][C:2]1[CH:3]=[C:4]2[C:9](=[CH:10][C:11]=1[OH:12])[NH:8][C:7](=[O:13])[C:6]([CH:14]=O)=[CH:5]2.[NH2:16][C:17]1[CH:24]=[CH:23][C:20]([C:21]#[N:22])=[C:19]([O:25][CH3:26])[CH:18]=1.C(O)(=O)C.C(O[BH-](OC(=O)C)OC(=O)C)(=O)C.[Na+]. Product: [Cl:1][C:2]1[CH:3]=[C:4]2[C:9](=[CH:10][C:11]=1[OH:12])[NH:8][C:7](=[O:13])[C:6]([CH2:14][NH:16][C:17]1[CH:24]=[CH:23][C:20]([C:21]#[N:22])=[C:19]([O:25][CH3:26])[CH:18]=1)=[CH:5]2. The catalyst class is: 91. (2) Reactant: [CH2:1]([O:8][C:9]([NH:11][C@H:12]1[CH2:17][CH2:16][CH2:15][N:14]([CH:18]2[CH2:23][CH2:22][N:21](C(OC(C)(C)C)=O)[CH2:20][CH2:19]2)[C:13]1=[O:31])=[O:10])[C:2]1[CH:7]=[CH:6][CH:5]=[CH:4][CH:3]=1.C(Cl)[Cl:33].Cl.O1CCOCC1. Product: [ClH:33].[O:31]=[C:13]1[C@@H:12]([NH:11][C:9](=[O:10])[O:8][CH2:1][C:2]2[CH:7]=[CH:6][CH:5]=[CH:4][CH:3]=2)[CH2:17][CH2:16][CH2:15][N:14]1[CH:18]1[CH2:23][CH2:22][NH:21][CH2:20][CH2:19]1. The catalyst class is: 5. (3) Reactant: CN(C)[CH:3]=[CH:4][C:5]([C:7]1[S:11][C:10]([N:12]=CN(C)C)=[N:9][C:8]=1[CH3:17])=O.[N+]([O-])(O)=O.[CH3:23][S:24]([C:27]1[CH:28]=[C:29]([NH:33][C:34]([NH2:36])=[NH:35])[CH:30]=[CH:31][CH:32]=1)(=[O:26])=[O:25]. Product: [NH2:12][C:10]1[S:11][C:7]([C:5]2[CH:4]=[CH:3][N:36]=[C:34]([NH:33][C:29]3[CH:30]=[CH:31][CH:32]=[C:27]([S:24]([CH3:23])(=[O:25])=[O:26])[CH:28]=3)[N:35]=2)=[C:8]([CH3:17])[N:9]=1. The catalyst class is: 23. (4) Reactant: [C:1]([C:3]1[NH:4][C:5]2[C:10]([CH:11]=1)=[CH:9][CH:8]=[CH:7][C:6]=2[NH:12][S:13]([C:16]1[S:17][CH:18]=[CH:19][CH:20]=1)(=[O:15])=[O:14])#[N:2].C[Si]([N:25]=[N+:26]=[N-:27])(C)C.C([Sn](=O)CCCC)CCC.O1CCCC1. Product: [N:2]1[NH:25][N:26]=[N:27][C:1]=1[C:3]1[NH:4][C:5]2[C:10]([CH:11]=1)=[CH:9][CH:8]=[CH:7][C:6]=2[NH:12][S:13]([C:16]1[S:17][CH:18]=[CH:19][CH:20]=1)(=[O:14])=[O:15]. The catalyst class is: 13. (5) The catalyst class is: 106. Product: [Cl:24][C:19]1[CH:18]=[C:17]([N:16]2[C:12]([C:7]3[CH:6]=[C:5]([O:4][CH2:3][CH2:2][N:33]4[CH2:37][CH2:36][CH2:35][CH2:34]4)[CH:10]=[C:9]([F:11])[CH:8]=3)=[CH:13][C:14]([C:25]([N:27]3[CH2:31][C:30](=[O:32])[NH:29][CH2:28]3)=[O:26])=[N:15]2)[CH:22]=[CH:21][C:20]=1[F:23]. Reactant: Cl[CH2:2][CH2:3][O:4][C:5]1[CH:6]=[C:7]([C:12]2[N:16]([C:17]3[CH:22]=[CH:21][C:20]([F:23])=[C:19]([Cl:24])[CH:18]=3)[N:15]=[C:14]([C:25]([N:27]3[CH2:31][C:30](=[O:32])[NH:29][CH2:28]3)=[O:26])[CH:13]=2)[CH:8]=[C:9]([F:11])[CH:10]=1.[NH:33]1[CH2:37][CH2:36][CH2:35][CH2:34]1.C(O)=O.ClC1C=C(N2C(C3C=CC=C(OCCCN(C)C)C=3)=CC(C(N3CC(=O)NC3)=O)=N2)C=CC=1.